This data is from Catalyst prediction with 721,799 reactions and 888 catalyst types from USPTO. The task is: Predict which catalyst facilitates the given reaction. (1) Reactant: O[CH2:2][CH2:3][O:4][CH2:5][CH2:6][CH:7]([C:13]([N:15]([CH3:17])[CH3:16])=[O:14])[C:8]([N:10]([CH3:12])[CH3:11])=[O:9].P(Br)(Br)[Br:19].O. Product: [Br:19][CH2:2][CH2:3][O:4][CH2:5][CH2:6][CH:7]([C:13]([N:15]([CH3:17])[CH3:16])=[O:14])[C:8]([N:10]([CH3:12])[CH3:11])=[O:9]. The catalyst class is: 2. (2) Reactant: [F:1][C:2]1[CH:7]=[CH:6][C:5]([C:8](=[O:15])[CH2:9][CH2:10][CH2:11][C:12]([OH:14])=O)=[CH:4][CH:3]=1.CN(C1C=CC=CN=1)C.CC(C)(C)C(Cl)=O.[C:32]1([C@H:38]2[CH2:42][O:41][C:40](=[O:43])[NH:39]2)[CH:37]=[CH:36][CH:35]=[CH:34][CH:33]=1. Product: [C:32]1([C@H:38]2[CH2:42][O:41][C:40](=[O:43])[N:39]2[C:12](=[O:14])[CH2:11][CH2:10][CH2:9][C:8]([C:5]2[CH:4]=[CH:3][C:2]([F:1])=[CH:7][CH:6]=2)=[O:15])[CH:33]=[CH:34][CH:35]=[CH:36][CH:37]=1. The catalyst class is: 546. (3) Reactant: B(Br)(Br)Br.C[O:6][C:7]1[CH:12]=[CH:11][C:10]([O:13][C:14]2[CH:19]=[CH:18][C:17]([CH3:20])=[CH:16][CH:15]=2)=[CH:9][CH:8]=1. Product: [C:17]1([CH3:20])[CH:16]=[CH:15][C:14]([O:13][C:10]2[CH:11]=[CH:12][C:7]([OH:6])=[CH:8][CH:9]=2)=[CH:19][CH:18]=1. The catalyst class is: 4. (4) Reactant: [NH2:1][C:2]1[C:3]([C:12]([NH:14][CH:15]([CH2:20][CH2:21][CH:22]([CH3:28])[CH2:23][C:24]([CH3:27])([CH3:26])[CH3:25])[C:16]([O:18][CH3:19])=[O:17])=[O:13])=[CH:4][C:5]2[C:10]([CH:11]=1)=[CH:9][CH:8]=[CH:7][CH:6]=2.[N:29]([C:32]1[C:37]([CH3:38])=[CH:36][C:35]([CH3:39])=[CH:34][C:33]=1[CH3:40])=[C:30]=[O:31]. Product: [CH3:28][CH:22]([CH2:23][C:24]([CH3:27])([CH3:26])[CH3:25])[CH2:21][CH2:20][CH:15]([NH:14][C:12]([C:3]1[C:2]([NH:1][C:30]([NH:29][C:32]2[C:33]([CH3:40])=[CH:34][C:35]([CH3:39])=[CH:36][C:37]=2[CH3:38])=[O:31])=[CH:11][C:10]2[C:5](=[CH:6][CH:7]=[CH:8][CH:9]=2)[CH:4]=1)=[O:13])[C:16]([O:18][CH3:19])=[O:17]. The catalyst class is: 17. (5) Reactant: [CH2:1]([C:8]1[CH:13]=[C:12](Cl)[N:11]=[C:10]([Cl:15])[N:9]=1)[C:2]1[CH:7]=[CH:6][CH:5]=[CH:4][CH:3]=1.Cl.[CH3:17][O:18][C:19](=[O:22])[CH2:20][NH2:21].C(N(CC)CC)C. Product: [CH3:17][O:18][C:19](=[O:22])[CH2:20][NH:21][C:12]1[CH:13]=[C:8]([CH2:1][C:2]2[CH:7]=[CH:6][CH:5]=[CH:4][CH:3]=2)[N:9]=[C:10]([Cl:15])[N:11]=1. The catalyst class is: 3. (6) Reactant: C([O:8][C:9]1[CH:14]=[C:13](/[CH:15]=[CH:16]/[C@@H:17]2[CH2:26][C:25]3[C:20](=[CH:21][CH:22]=[CH:23][CH:24]=3)[CH2:19][N:18]2[S:27]([CH3:30])(=[O:29])=[O:28])[CH:12]=[CH:11][C:10]=1[N:31]1[S:35](=[O:37])(=[O:36])[NH:34][C:33](=[O:38])[CH2:32]1)C1C=CC=CC=1. Product: [OH:8][C:9]1[CH:14]=[C:13]([CH2:15][CH2:16][C@@H:17]2[CH2:26][C:25]3[C:20](=[CH:21][CH:22]=[CH:23][CH:24]=3)[CH2:19][N:18]2[S:27]([CH3:30])(=[O:28])=[O:29])[CH:12]=[CH:11][C:10]=1[N:31]1[S:35](=[O:37])(=[O:36])[NH:34][C:33](=[O:38])[CH2:32]1. The catalyst class is: 50. (7) Reactant: C(O)(C(F)(F)F)=O.COC1C=CC(C[N:15]2[C:19]3=[N:20][CH:21]=[C:22]([C:37]4[CH:42]=[CH:41][CH:40]=[CH:39][CH:38]=4)[C:23]([N:24]4[CH2:29][CH2:28][N:27]([C:30]([O:32][C:33]([CH3:36])([CH3:35])[CH3:34])=[O:31])[CH2:26][CH2:25]4)=[C:18]3[CH:17]=[N:16]2)=CC=1.[Li+].[OH-].CC(OC(OC(OC(C)(C)C)=O)=O)(C)C. Product: [C:37]1([C:22]2[C:23]([N:24]3[CH2:25][CH2:26][N:27]([C:30]([O:32][C:33]([CH3:36])([CH3:35])[CH3:34])=[O:31])[CH2:28][CH2:29]3)=[C:18]3[CH:17]=[N:16][NH:15][C:19]3=[N:20][CH:21]=2)[CH:38]=[CH:39][CH:40]=[CH:41][CH:42]=1. The catalyst class is: 158.